This data is from Forward reaction prediction with 1.9M reactions from USPTO patents (1976-2016). The task is: Predict the product of the given reaction. (1) Given the reactants [H-].[Al+3].[Li+].[H-].[H-].[H-].[CH3:7][O:8][C:9]1[CH:10]=[C:11]([CH:22]=[CH:23][CH:24]=1)[CH2:12][CH:13]1[CH2:18][CH2:17][CH2:16][CH2:15][CH:14]1[C:19](O)=[O:20].Cl, predict the reaction product. The product is: [CH3:7][O:8][C:9]1[CH:10]=[C:11]([CH:22]=[CH:23][CH:24]=1)[CH2:12][CH:13]1[CH2:18][CH2:17][CH2:16][CH2:15][CH:14]1[CH2:19][OH:20]. (2) Given the reactants Cl[CH2:2][CH2:3][CH2:4][S:5]([N:8]1[CH2:13][CH2:12][CH:11]([C:14]2[C:22]3[C:17](=[C:18]([C:29]([NH2:31])=[O:30])[CH:19]=[C:20]([C:23]4[CH:28]=[CH:27][CH:26]=[CH:25][CH:24]=4)[CH:21]=3)[NH:16][CH:15]=2)[CH2:10][CH2:9]1)(=[O:7])=[O:6].[CH3:32][CH2:33][O-:34].[Na+], predict the reaction product. The product is: [CH2:33]([O:34][CH2:2][CH2:3][CH2:4][S:5]([N:8]1[CH2:13][CH2:12][CH:11]([C:14]2[C:22]3[C:17](=[C:18]([C:29]([NH2:31])=[O:30])[CH:19]=[C:20]([C:23]4[CH:28]=[CH:27][CH:26]=[CH:25][CH:24]=4)[CH:21]=3)[NH:16][CH:15]=2)[CH2:10][CH2:9]1)(=[O:7])=[O:6])[CH3:32]. (3) Given the reactants [CH3:1][C:2]([S@@:5]([NH2:7])=[O:6])([CH3:4])[CH3:3].[CH2:8]([O:10][C:11](=[O:22])[C:12]([C:14]1[CH:19]=[C:18]([Br:20])[CH:17]=[CH:16][C:15]=1[F:21])=O)[CH3:9], predict the reaction product. The product is: [CH2:8]([O:10][C:11](=[O:22])/[C:12](/[C:14]1[CH:19]=[C:18]([Br:20])[CH:17]=[CH:16][C:15]=1[F:21])=[N:7]\[S@:5]([C:2]([CH3:4])([CH3:3])[CH3:1])=[O:6])[CH3:9]. (4) Given the reactants [OH:1][C:2]1[CH:3]=[C:4]([CH:7]=[CH:8][CH:9]=1)[C:5]#[N:6].F[C:11]1[CH:16]=[CH:15][C:14]([CH3:17])=[CH:13][N:12]=1.C([O-])([O-])=O.[K+].[K+].O, predict the reaction product. The product is: [CH3:17][C:14]1[CH:15]=[CH:16][C:11]([O:1][C:2]2[CH:3]=[C:4]([CH:7]=[CH:8][CH:9]=2)[C:5]#[N:6])=[N:12][CH:13]=1. (5) Given the reactants C([O:5][C:6](=[O:39])[C:7]1[CH:12]=[CH:11][CH:10]=[C:9]([CH2:13][CH:14]([NH:28][C:29](=[O:36])[CH2:30][CH2:31][S:32](=[O:35])(=[O:34])[NH2:33])[B:15]2[O:23]C3C(C)(C4CC(C3)C4(C)C)[O:16]2)[C:8]=1OC)(C)(C)C.B(Br)(Br)Br, predict the reaction product. The product is: [OH:16][B:15]1[CH:14]([NH:28][C:29](=[O:36])[CH2:30][CH2:31][S:32](=[O:34])(=[O:35])[NH2:33])[CH2:13][C:9]2[CH:10]=[CH:11][CH:12]=[C:7]([C:6]([OH:5])=[O:39])[C:8]=2[O:23]1. (6) Given the reactants Cl.[Cl:2][C:3]1[CH:10]=[CH:9][C:8]([N+:11]([O-])=O)=[CH:7][C:4]=1[C:5]#[N:6].O.O.Cl[Sn]Cl.[OH-].[Na+], predict the reaction product. The product is: [NH2:11][C:8]1[CH:9]=[CH:10][C:3]([Cl:2])=[C:4]([CH:7]=1)[C:5]#[N:6].